Dataset: Buchwald-Hartwig C-N cross coupling reaction yields with 55,370 reactions. Task: Predict the reaction yield, written as a fraction of the theoretical maximum amount of product (1.0 means a 100% yield; for example, 0.34 means a 34% yield). The reactants are CCc1ccc(Br)cc1.Cc1ccc(N)cc1.O=S(=O)(O[Pd]1c2ccccc2-c2ccccc2N~1)C(F)(F)F.COc1ccc(OC)c(P(C(C)(C)C)C(C)(C)C)c1-c1c(C(C)C)cc(C(C)C)cc1C(C)C.CN(C)C(=NC(C)(C)C)N(C)C.c1ccc(-c2cnoc2)cc1. No catalyst specified. The product is CCc1ccc(Nc2ccc(C)cc2)cc1. The yield is 0.365.